This data is from Full USPTO retrosynthesis dataset with 1.9M reactions from patents (1976-2016). The task is: Predict the reactants needed to synthesize the given product. (1) Given the product [C:17]([O:16][C:14](=[O:15])[NH:9][C@@H:8]([CH2:7][C:6]1[CH:21]=[CH:22][C:3]([C:2]([F:24])([F:23])[F:1])=[CH:4][CH:5]=1)[CH2:12][CH2:11][NH:25][NH2:26])([CH3:20])([CH3:19])[CH3:18], predict the reactants needed to synthesize it. The reactants are: [F:1][C:2]([F:24])([F:23])[C:3]1[CH:22]=[CH:21][C:6]([CH2:7][C@H:8]2[CH2:12][CH2:11]C(=O)[N:9]2[C:14]([O:16][C:17]([CH3:20])([CH3:19])[CH3:18])=[O:15])=[CH:5][CH:4]=1.[NH2:25][NH2:26]. (2) Given the product [CH3:13][O:12][C:10]([C:5]1[C:4]2[CH:3]=[CH:2][N:1]([C:19]([O:18][C:15]([CH3:17])([CH3:16])[CH3:14])=[O:20])[C:9]=2[CH:8]=[CH:7][CH:6]=1)=[O:11], predict the reactants needed to synthesize it. The reactants are: [NH:1]1[C:9]2[CH:8]=[CH:7][CH:6]=[C:5]([C:10]([O:12][CH3:13])=[O:11])[C:4]=2[CH:3]=[CH:2]1.[CH3:14][C:15]([O:18][C:19](O[C:19]([O:18][C:15]([CH3:17])([CH3:16])[CH3:14])=[O:20])=[O:20])([CH3:17])[CH3:16].